This data is from Forward reaction prediction with 1.9M reactions from USPTO patents (1976-2016). The task is: Predict the product of the given reaction. (1) Given the reactants C[O:2][C:3]1[CH:4]=[C:5]2[C:10](=[CH:11][C:12]=1[CH3:13])[C:9]([NH2:14])=[N:8][CH:7]=[CH:6]2.[BrH:15], predict the reaction product. The product is: [BrH:15].[NH2:14][C:9]1[C:10]2[C:5](=[CH:4][C:3]([OH:2])=[C:12]([CH3:13])[CH:11]=2)[CH:6]=[CH:7][N:8]=1. (2) Given the reactants Cl[CH2:2][CH2:3][CH2:4][C:5]([NH:7][C:8]1[S:9][C:10]([C:13]2[CH:18]=[CH:17][CH:16]=[CH:15][CH:14]=2)=[N:11][N:12]=1)=[O:6].N1CCCCC1.O, predict the reaction product. The product is: [C:13]1([C:10]2[S:9][C:8]3=[N:7][C:5](=[O:6])[CH2:4][CH2:3][CH2:2][N:12]3[N:11]=2)[CH:18]=[CH:17][CH:16]=[CH:15][CH:14]=1. (3) Given the reactants C(O[C:4]([C:6]1[CH2:7][N:8]([C:22]([O:24][C:25]([CH3:28])([CH3:27])[CH3:26])=[O:23])[CH2:9][CH2:10][C:11]=1[NH:12][C:13]([O:15]C1C=CC=CC=1)=O)=[O:5])C.[CH2:29]([NH2:32])[C:30]#[CH:31].C1CCN2C(=NCCC2)CC1.NC(N)=O.[OH-].[Na+].Cl, predict the reaction product. The product is: [C:25]([O:24][C:22]([N:8]1[CH2:9][CH2:10][C:11]2[NH:12][C:13](=[O:15])[N:32]([CH2:29][C:30]#[CH:31])[C:4](=[O:5])[C:6]=2[CH2:7]1)=[O:23])([CH3:26])([CH3:27])[CH3:28]. (4) Given the reactants Cl.[NH2:2][OH:3].[C:4]([C:6]1[CH:7]=[C:8]2[C:13](=[CH:14][CH:15]=1)[C:12](=[O:16])[N:11]([C:17]1[CH:22]=[CH:21][C:20]([F:23])=[CH:19][CH:18]=1)[C:10]([CH2:24][CH2:25][CH2:26][CH2:27][C:28]([O:30][C:31]([CH3:34])([CH3:33])[CH3:32])=[O:29])=[CH:9]2)#[N:5].C([O-])([O-])=O.[K+].[K+], predict the reaction product. The product is: [F:23][C:20]1[CH:21]=[CH:22][C:17]([N:11]2[C:10]([CH2:24][CH2:25][CH2:26][CH2:27][C:28]([O:30][C:31]([CH3:34])([CH3:33])[CH3:32])=[O:29])=[CH:9][C:8]3[C:13](=[CH:14][CH:15]=[C:6]([C:4](=[N:2][OH:3])[NH2:5])[CH:7]=3)[C:12]2=[O:16])=[CH:18][CH:19]=1.